Predict the reaction yield, written as a fraction of the theoretical maximum amount of product (1.0 means a 100% yield; for example, 0.34 means a 34% yield). From a dataset of Reaction yield outcomes from USPTO patents with 853,638 reactions. (1) The reactants are CN(C(ON1N=NC2C=CC=NC1=2)=[N+](C)C)C.F[P-](F)(F)(F)(F)F.[NH2:25][C:26]1[C:27]([C:36]([OH:38])=O)=[CH:28][C:29]2[C:34]([CH:35]=1)=[CH:33][CH:32]=[CH:31][CH:30]=2.[NH:39]1[CH2:50][CH2:49][CH2:48][C@@H:40]1[C:41]([O:43][C:44]([CH3:47])([CH3:46])[CH3:45])=[O:42].C(N(CC)C(C)C)(C)C.C([O-])(O)=O.[Na+]. The catalyst is CN(C=O)C.C(OCC)(=O)C. The product is [NH2:25][C:26]1[C:27]([C:36]([N:39]2[CH2:50][CH2:49][CH2:48][C@@H:40]2[C:41]([O:43][C:44]([CH3:46])([CH3:47])[CH3:45])=[O:42])=[O:38])=[CH:28][C:29]2[C:34]([CH:35]=1)=[CH:33][CH:32]=[CH:31][CH:30]=2. The yield is 0.810. (2) The reactants are [Cl:1][C:2]1[C:7]([Cl:8])=[CH:6][CH:5]=[CH:4][C:3]=1[N:9]=[C:10]=[S:11].[Cl:12][C:13]1[CH:18]=[CH:17][C:16]([N:19]2[C:23]([C:24]#[N:25])=[CH:22][C:21]([CH3:26])=[N:20]2)=[CH:15][CH:14]=1. No catalyst specified. The product is [Cl:1][C:2]1[C:7]([Cl:8])=[CH:6][CH:5]=[CH:4][C:3]=1[NH:9][C:10]([NH:25][CH2:24][C:23]1[N:19]([C:16]2[CH:17]=[CH:18][C:13]([Cl:12])=[CH:14][CH:15]=2)[N:20]=[C:21]([CH3:26])[CH:22]=1)=[S:11]. The yield is 0.560. (3) The reactants are Br[C:2]1[C:11]2[O:10][CH:9]([CH3:12])[CH2:8][N:7]([C:13]([O:15][C:16]([CH3:19])([CH3:18])[CH3:17])=[O:14])[CH2:6][C:5]=2[S:4][CH:3]=1.[C:20](B1OC(C)(C)C(C)(C)O1)([CH3:22])=[CH2:21].C(=O)([O-])[O-].[K+].[K+].O. The catalyst is COCCOC.O.Cl[Pd](Cl)([P](C1C=CC=CC=1)(C1C=CC=CC=1)C1C=CC=CC=1)[P](C1C=CC=CC=1)(C1C=CC=CC=1)C1C=CC=CC=1. The product is [CH3:12][CH:9]1[CH2:8][N:7]([C:13]([O:15][C:16]([CH3:19])([CH3:18])[CH3:17])=[O:14])[CH2:6][C:5]2[S:4][CH:3]=[C:2]([C:20]([CH3:22])=[CH2:21])[C:11]=2[O:10]1. The yield is 0.740. (4) The product is [CH3:1][O:2][C:3](=[O:19])[C:4]1[CH:9]=[CH:8][CH:7]=[CH:6][C:5]=1[NH:10][CH2:11][C:12]1[CH:17]=[CH:16][N:15]=[C:14]([N:28]2[CH2:32][CH2:31][CH2:30][C:29]2=[O:33])[CH:13]=1. The yield is 0.770. The reactants are [CH3:1][O:2][C:3](=[O:19])[C:4]1[CH:9]=[CH:8][CH:7]=[CH:6][C:5]=1[NH:10][CH2:11][C:12]1[CH:17]=[CH:16][N:15]=[C:14](Br)[CH:13]=1.P([O-])([O-])([O-])=O.[K+].[K+].[K+].[NH:28]1[CH2:32][CH2:31][CH2:30][C:29]1=[O:33].O. The catalyst is O1CCOCC1.[Cu]I. (5) The reactants are [NH2:1][CH:2]1[CH2:7][CH2:6][N:5]([CH2:8][CH2:9][N:10]2[C:19]3[C:14](=[CH:15][CH:16]=[C:17]([F:20])[CH:18]=3)[N:13]=[CH:12][C:11]2=[O:21])[CH2:4][CH2:3]1.[O:22]1[C:31]2[CH:30]=[C:29]([CH:32]=O)[N:28]=[CH:27][C:26]=2[O:25][CH2:24][CH2:23]1.C(O[BH-](OC(=O)C)OC(=O)C)(=O)C.[Na+]. The catalyst is CO.C(Cl)(Cl)Cl. The product is [O:22]1[C:31]2[CH:30]=[C:29]([CH2:32][NH:1][CH:2]3[CH2:3][CH2:4][N:5]([CH2:8][CH2:9][N:10]4[C:19]5[C:14](=[CH:15][CH:16]=[C:17]([F:20])[CH:18]=5)[N:13]=[CH:12][C:11]4=[O:21])[CH2:6][CH2:7]3)[N:28]=[CH:27][C:26]=2[O:25][CH2:24][CH2:23]1. The yield is 0.540. (6) The reactants are [Cl:1][C:2]1[CH:7]=[CH:6][C:5]([C:8](=O)[CH2:9][C:10]2[CH:15]=[CH:14][CH:13]=[CH:12][CH:11]=2)=[CH:4][CH:3]=1.[CH2:17]([O:19][C:20]1[CH:21]=[C:22]([CH:25]=[C:26]([N+:29]([O-:31])=[O:30])[C:27]=1[OH:28])[CH:23]=O)[CH3:18].[NH2:32][C:33]([NH2:35])=[O:34].Cl. The catalyst is CCO.CO.CCOC(C)=O. The product is [Cl:1][C:2]1[CH:7]=[CH:6][C:5]([C:8]2[NH:35][C:33](=[O:34])[NH:32][CH:23]([C:22]3[CH:25]=[C:26]([N+:29]([O-:31])=[O:30])[C:27]([OH:28])=[C:20]([O:19][CH2:17][CH3:18])[CH:21]=3)[C:9]=2[C:10]2[CH:15]=[CH:14][CH:13]=[CH:12][CH:11]=2)=[CH:4][CH:3]=1. The yield is 0.0780.